Dataset: Full USPTO retrosynthesis dataset with 1.9M reactions from patents (1976-2016). Task: Predict the reactants needed to synthesize the given product. (1) The reactants are: [BH4-].[Li+].C([O:5][C:6]([CH:8]1[CH:12]([OH:13])[CH2:11][N:10]([C:14]([O:16][CH2:17][C:18]2[CH:23]=[CH:22][CH:21]=[CH:20][CH:19]=2)=[O:15])[CH2:9]1)=O)C. Given the product [CH2:17]([O:16][C:14]([N:10]1[CH2:9][CH:8]([CH2:6][OH:5])[CH:12]([OH:13])[CH2:11]1)=[O:15])[C:18]1[CH:23]=[CH:22][CH:21]=[CH:20][CH:19]=1, predict the reactants needed to synthesize it. (2) Given the product [F:1][C:2]1[CH:3]=[CH:4][C:5]([CH3:18])=[C:6]([NH:8][C:9](=[O:17])[CH:10]([CH3:16])[C:11]([OH:13])=[O:12])[CH:7]=1, predict the reactants needed to synthesize it. The reactants are: [F:1][C:2]1[CH:3]=[CH:4][C:5]([CH3:18])=[C:6]([NH:8][C:9](=[O:17])[CH:10]([CH3:16])[C:11]([O:13]CC)=[O:12])[CH:7]=1.